This data is from Full USPTO retrosynthesis dataset with 1.9M reactions from patents (1976-2016). The task is: Predict the reactants needed to synthesize the given product. (1) Given the product [CH2:1]([O:3][C:4]([N:6]1[CH2:11][CH2:10][C@H:9]([NH:12][S:13]([C:16]2[C:25]3[C:20](=[CH:21][CH:22]=[CH:23][CH:24]=3)[C:19]([NH:26][C:27](=[O:35])[C:28]3[CH:33]=[CH:32][CH:31]=[CH:30][C:29]=3[CH3:34])=[CH:18][CH:17]=2)(=[O:14])=[O:15])[C@H:8]([CH2:36][OH:37])[CH2:7]1)=[O:5])[CH3:2], predict the reactants needed to synthesize it. The reactants are: [CH2:1]([O:3][C:4]([N:6]1[CH2:11][CH2:10][C@H:9]([NH:12][S:13]([C:16]2[C:25]3[C:20](=[CH:21][CH:22]=[CH:23][CH:24]=3)[C:19]([NH:26][C:27](=[O:35])[C:28]3[CH:33]=[CH:32][CH:31]=[CH:30][C:29]=3[CH3:34])=[CH:18][CH:17]=2)(=[O:15])=[O:14])[C@H:8]([C:36](OCC)=[O:37])[CH2:7]1)=[O:5])[CH3:2].C(OC(N1CCC(N)CC1)=O)(C)(C)C.N(C(C)C)=C=O.[BH4-].[Li+]. (2) Given the product [NH2:8][CH2:9][CH2:10][CH2:11][C@H:12]1[CH2:14][C@@:13]1([C:19]1[N:20]=[CH:21][N:22]([C:24]2[CH:29]=[CH:28][CH:27]=[CH:26][CH:25]=2)[CH:23]=1)[C:15]([OH:17])=[O:16], predict the reactants needed to synthesize it. The reactants are: C(OC([N:8](C(OC(C)(C)C)=O)[CH2:9][CH2:10][CH2:11][C@H:12]1[CH2:14][C@@:13]1([C:19]1[N:20]=[CH:21][N:22]([C:24]2[CH:29]=[CH:28][CH:27]=[CH:26][CH:25]=2)[CH:23]=1)[C:15]([O:17]C)=[O:16])=O)(C)(C)C. (3) Given the product [CH3:1][C:2]1[CH:7]=[C:6]([CH3:8])[CH:5]=[CH:4][C:3]=1[N:9]1[CH2:14][CH2:13][N:12]([C:15]([C:17]2[CH:22]=[CH:21][C:20]([N:23]3[CH2:27][CH2:26][N:25]([CH3:29])[C:24]3=[O:28])=[CH:19][CH:18]=2)=[O:16])[CH2:11][CH2:10]1, predict the reactants needed to synthesize it. The reactants are: [CH3:1][C:2]1[CH:7]=[C:6]([CH3:8])[CH:5]=[CH:4][C:3]=1[N:9]1[CH2:14][CH2:13][N:12]([C:15]([C:17]2[CH:22]=[CH:21][C:20]([N:23]3[CH2:27][CH2:26][NH:25][C:24]3=[O:28])=[CH:19][CH:18]=2)=[O:16])[CH2:11][CH2:10]1.[CH3:29]I. (4) Given the product [NH:28]1[CH:3]=[CH:4][C:5]([C:7]2[CH:8]=[C:9]([P:13]([C:20]3[CH:25]=[CH:24][CH:23]=[CH:22][CH:21]=3)[C:14]3[CH:15]=[CH:16][CH:17]=[CH:18][CH:19]=3)[CH:10]=[CH:11][CH:12]=2)=[N:29]1, predict the reactants needed to synthesize it. The reactants are: CN(C)[CH:3]=[CH:4][C:5]([C:7]1[CH:8]=[C:9]([P:13]([C:20]2[CH:25]=[CH:24][CH:23]=[CH:22][CH:21]=2)[C:14]2[CH:19]=[CH:18][CH:17]=[CH:16][CH:15]=2)[CH:10]=[CH:11][CH:12]=1)=O.O.[NH2:28][NH2:29]. (5) Given the product [CH3:24][C:23]([CH3:25])([CH3:26])[C:22]([C:12]1[C:11]([CH2:28][C:29]([CH3:34])([CH3:35])[C:30]([O:32][CH3:33])=[O:31])=[C:10]([C:8]([C:5]2[CH:6]=[CH:7][CH:2]=[C:3]([C:41]3[CH:40]=[N:39][C:38]([O:37][CH3:36])=[CH:43][CH:42]=3)[CH:4]=2)=[O:9])[N:18]2[C:13]=1[CH:14]=[C:15]([CH:19]([CH3:20])[CH3:21])[CH:16]=[CH:17]2)=[O:27], predict the reactants needed to synthesize it. The reactants are: Br[C:2]1[CH:7]=[CH:6][C:5]([C:8]([C:10]2[N:18]3[C:13]([CH:14]=[C:15]([CH:19]([CH3:21])[CH3:20])[CH:16]=[CH:17]3)=[C:12]([C:22](=[O:27])[C:23]([CH3:26])([CH3:25])[CH3:24])[C:11]=2[CH2:28][C:29]([CH3:35])([CH3:34])[C:30]([O:32][CH3:33])=[O:31])=[O:9])=[CH:4][CH:3]=1.[CH3:36][O:37][C:38]1[CH:43]=[CH:42][C:41](B(O)O)=[CH:40][N:39]=1.C([O-])([O-])=O.[Na+].[Na+].